From a dataset of Reaction yield outcomes from USPTO patents with 853,638 reactions. Predict the reaction yield, written as a fraction of the theoretical maximum amount of product (1.0 means a 100% yield; for example, 0.34 means a 34% yield). (1) The yield is 0.920. The catalyst is C1COCC1. The product is [C:21]([C:23]1[CH:24]=[CH:25][C:26]([C:27]([NH:29][NH:30][C:15](=[O:17])[C@H:14]([NH:13][C:6]2[C:7]3[C:12](=[CH:11][CH:10]=[CH:9][CH:8]=3)[C:3]([C:1]#[N:2])=[CH:4][CH:5]=2)[C@H:18]([OH:20])[CH3:19])=[O:28])=[CH:31][CH:32]=1)#[N:22]. The reactants are [C:1]([C:3]1[C:12]2[C:7](=[CH:8][CH:9]=[CH:10][CH:11]=2)[C:6]([NH:13][C@H:14]([C@H:18]([OH:20])[CH3:19])[C:15]([OH:17])=O)=[CH:5][CH:4]=1)#[N:2].[C:21]([C:23]1[CH:32]=[CH:31][C:26]([C:27]([NH:29][NH2:30])=[O:28])=[CH:25][CH:24]=1)#[N:22].O.ON1C2C=CC=CC=2N=N1.C(N(CC)CC)C. (2) The reactants are [NH2:1][CH2:2][C:3]1[CH:4]=[C:5]2[C:9](=[CH:10][CH:11]=1)[C:8](=[O:12])[N:7]([CH:13]1[CH2:18][CH2:17][C:16](=[O:19])[NH:15][C:14]1=[O:20])[CH2:6]2.S(O)(=O)(=O)C.[F:26][C:27]([F:35])([C:31]([OH:34])([CH3:33])[CH3:32])[C:28](O)=[O:29].C(N(C(C)C)CC)(C)C.F[P-](F)(F)(F)(F)F.CN(C(N(C)C)=[N+]1C2C(=NC=CC=2)[N+]([O-])=N1)C. The catalyst is CS(C)=O.CN(C)C=O. The product is [O:20]=[C:14]1[CH:13]([N:7]2[CH2:6][C:5]3[C:9](=[CH:10][CH:11]=[C:3]([CH2:2][NH:1][C:28](=[O:29])[C:27]([F:35])([F:26])[C:31]([OH:34])([CH3:33])[CH3:32])[CH:4]=3)[C:8]2=[O:12])[CH2:18][CH2:17][C:16](=[O:19])[NH:15]1. The yield is 0.880. (3) The reactants are [CH2:1]([N:8]1[C@H:13]([CH3:14])[CH2:12][N:11]([C@H:15]([C:23]2[CH:35]=[CH:34][C:26]([C:27]([N:29]([CH2:32][CH3:33])[CH2:30][CH3:31])=[O:28])=[CH:25][CH:24]=2)[C:16]2[CH:21]=[CH:20][CH:19]=[C:18]([OH:22])[CH:17]=2)[C@@H:10]([CH3:36])[CH2:9]1)[C:2]1[CH:7]=[CH:6][CH:5]=[CH:4][CH:3]=1.I[CH2:38][C:39]([O:41]CC)=[O:40]. No catalyst specified. The product is [CH2:1]([N:8]1[C@H:13]([CH3:14])[CH2:12][N:11]([C@@H:15]([C:16]2[CH:17]=[C:18]([CH:19]=[CH:20][CH:21]=2)[O:22][CH2:38][C:39]([OH:41])=[O:40])[C:23]2[CH:24]=[CH:25][C:26]([C:27]([N:29]([CH2:32][CH3:33])[CH2:30][CH3:31])=[O:28])=[CH:34][CH:35]=2)[C@@H:10]([CH3:36])[CH2:9]1)[C:2]1[CH:3]=[CH:4][CH:5]=[CH:6][CH:7]=1. The yield is 0.846. (4) The reactants are [C:1]1([S:7]([CH2:10][C:11]([NH:13][NH2:14])=[O:12])(=[O:9])=[O:8])[CH:6]=[CH:5][CH:4]=[CH:3][CH:2]=1.[CH:15]1([C:18](O)=O)[CH2:17][CH2:16]1. The catalyst is P(Cl)(Cl)(Cl)=O. The product is [C:1]1([S:7]([CH2:10][C:11]2[O:12][C:18]([CH:15]3[CH2:17][CH2:16]3)=[N:14][N:13]=2)(=[O:8])=[O:9])[CH:2]=[CH:3][CH:4]=[CH:5][CH:6]=1. The yield is 0.410. (5) The yield is 1.28. The product is [O:3]=[C:2]([C:4]1[CH:9]=[CH:8][CH:7]=[C:6]([C:10]([F:11])([F:12])[F:13])[CH:5]=1)[CH:1]=[O:15]. The catalyst is CS(C)=O. The reactants are [CH3:1][C:2]([C:4]1[CH:9]=[CH:8][CH:7]=[C:6]([C:10]([F:13])([F:12])[F:11])[CH:5]=1)=[O:3].Br.[OH2:15]. (6) The reactants are Cl[C:2]1[N:7]2[N:8]=[CH:9][C:10]([C:11]([O:13][CH2:14][CH3:15])=[O:12])=[C:6]2[N:5]=[CH:4][C:3]=1[C:16]([N:18]1[CH2:23][CH2:22][C:21]2([C:27]3[CH:28]=[CH:29][CH:30]=[CH:31][C:26]=3[O:25][CH2:24]2)[CH2:20][CH2:19]1)=[O:17].[F:32][C:33]1[C:39]([CH3:40])=[CH:38][CH:37]=[CH:36][C:34]=1[NH2:35]. No catalyst specified. The product is [CH2:14]([O:13][C:11]([C:10]1[CH:9]=[N:8][N:7]2[C:2]([NH:35][C:34]3[CH:36]=[CH:37][CH:38]=[C:39]([CH3:40])[C:33]=3[F:32])=[C:3]([C:16]([N:18]3[CH2:23][CH2:22][C:21]4([C:27]5[CH:28]=[CH:29][CH:30]=[CH:31][C:26]=5[O:25][CH2:24]4)[CH2:20][CH2:19]3)=[O:17])[CH:4]=[N:5][C:6]=12)=[O:12])[CH3:15]. The yield is 0.850. (7) The reactants are [Cl:1][C:2]1[CH:3]=[C:4]([NH:9][C:10]2[C:19]3[C:14](=[CH:15][C:16]([O:27][CH3:28])=[CH:17][C:18]=3[O:20][CH2:21][CH:22]3[CH2:26][CH2:25][NH:24][CH2:23]3)[N:13]=[CH:12][N:11]=2)[CH:5]=[CH:6][C:7]=1[F:8].[C:29](O)(=[O:32])[CH2:30][OH:31]. No catalyst specified. The product is [Cl:1][C:2]1[CH:3]=[C:4]([CH:5]=[CH:6][C:7]=1[F:8])[NH:9][C:10]1[C:19]2[C:14](=[CH:15][C:16]([O:27][CH3:28])=[CH:17][C:18]=2[O:20][CH2:21][CH:22]2[CH2:26][CH2:25][N:24]([C:30](=[O:31])[CH2:29][OH:32])[CH2:23]2)[N:13]=[CH:12][N:11]=1. The yield is 0.450. (8) The yield is 0.720. The reactants are Cl[C:2]1[CH:9]=[CH:8][C:7]([N+:10]([O-:12])=[O:11])=[CH:6][C:3]=1[CH:4]=[O:5].[CH3:13][O:14][C:15]1[CH:16]=[C:17]([OH:23])[CH:18]=[C:19]([O:21][CH3:22])[CH:20]=1.C(=O)([O-])[O-].[K+].[K+]. The catalyst is [Cu].[Cu]I.CN1CCCC1=O. The product is [CH3:22][O:21][C:19]1[CH:18]=[C:17]([CH:16]=[C:15]([O:14][CH3:13])[CH:20]=1)[O:23][C:2]1[CH:9]=[CH:8][C:7]([N+:10]([O-:12])=[O:11])=[CH:6][C:3]=1[CH:4]=[O:5]. (9) The reactants are C(OC(=O)[NH:7][CH2:8][C:9]1[C:14]([C:15]2[CH:20]=[CH:19][C:18]([Cl:21])=[CH:17][C:16]=2[Cl:22])=[CH:13][N:12]2[C:23]([N:26]3[CH2:31][CH2:30][NH:29][CH2:28][CH2:27]3)=[CH:24][N:25]=[C:11]2[CH:10]=1)(C)(C)C.[CH:33]1([C:37](O)=[O:38])CCC1.CN1CCOCC1.CN(C(ON1N=NC2C=CC=NC1=2)=[N+](C)C)C.F[P-](F)(F)(F)(F)F. The catalyst is CN(C=O)C.CCOC(C)=O. The product is [NH2:7][CH2:8][C:9]1[C:14]([C:15]2[CH:20]=[CH:19][C:18]([Cl:21])=[CH:17][C:16]=2[Cl:22])=[CH:13][N:12]2[C:23]([N:26]3[CH2:27][CH2:28][N:29]([C:37](=[O:38])[CH3:33])[CH2:30][CH2:31]3)=[CH:24][N:25]=[C:11]2[CH:10]=1. The yield is 0.460. (10) The reactants are [C:1]([O:5][C:6](=[O:60])[N:7]([CH2:34][CH2:35][O:36][C:37]1[CH:42]=[C:41]([O:43][CH3:44])[C:40]([C:45]([N:47]2[CH2:51][C:50](=[CH2:52])[CH2:49][C@H:48]2[C:53](OC)=[O:54])=[O:46])=[CH:39][C:38]=1[N+:57]([O-:59])=[O:58])[CH2:8][CH2:9][O:10][C:11]1[CH:16]=[C:15]([O:17][CH3:18])[C:14]([C:19]([N:21]2[CH2:25][C:24](=[CH2:26])[CH2:23][C@H:22]2[C:27](OC)=[O:28])=[O:20])=[CH:13][C:12]=1[N+:31]([O-:33])=[O:32])([CH3:4])([CH3:3])[CH3:2].CC(C[AlH]CC(C)C)C.Cl. The catalyst is C1(C)C=CC=CC=1.CO. The product is [C:1]([O:5][C:6](=[O:60])[N:7]([CH2:34][CH2:35][O:36][C:37]1[CH:42]=[C:41]([O:43][CH3:44])[C:40]([C:45]([N:47]2[CH2:51][C:50](=[CH2:52])[CH2:49][C@H:48]2[CH:53]=[O:54])=[O:46])=[CH:39][C:38]=1[N+:57]([O-:59])=[O:58])[CH2:8][CH2:9][O:10][C:11]1[CH:16]=[C:15]([O:17][CH3:18])[C:14]([C:19]([N:21]2[CH2:25][C:24](=[CH2:26])[CH2:23][C@H:22]2[CH:27]=[O:28])=[O:20])=[CH:13][C:12]=1[N+:31]([O-:33])=[O:32])([CH3:4])([CH3:2])[CH3:3]. The yield is 0.910.